This data is from Peptide-MHC class I binding affinity with 185,985 pairs from IEDB/IMGT. The task is: Regression. Given a peptide amino acid sequence and an MHC pseudo amino acid sequence, predict their binding affinity value. This is MHC class I binding data. (1) The peptide sequence is YLSSWTPVV. The MHC is HLA-A02:01 with pseudo-sequence HLA-A02:01. The binding affinity (normalized) is 1.00. (2) The peptide sequence is FMGAGSKAV. The MHC is HLA-A02:01 with pseudo-sequence HLA-A02:01. The binding affinity (normalized) is 0.404. (3) The MHC is HLA-B40:01 with pseudo-sequence HLA-B40:01. The binding affinity (normalized) is 0.0847. The peptide sequence is TVRPGNKGY.